This data is from Forward reaction prediction with 1.9M reactions from USPTO patents (1976-2016). The task is: Predict the product of the given reaction. Given the reactants C(O[C:4]([C:6]1[C:7]([OH:25])=[C:8]2[CH:14]=[C:13]([C:15]#[N:16])[N:12]([CH2:17][C:18]3[CH:23]=[CH:22][CH:21]=[C:20]([F:24])[CH:19]=3)[C:9]2=[CH:10][N:11]=1)=[O:5])C.[NH2:26][CH2:27][C:28]([OH:30])=[O:29].C[O-].[Na+].CO, predict the reaction product. The product is: [C:15]([C:13]1[N:12]([CH2:17][C:18]2[CH:23]=[CH:22][CH:21]=[C:20]([F:24])[CH:19]=2)[C:9]2=[CH:10][N:11]=[C:6]([C:4]([NH:26][CH2:27][C:28]([OH:30])=[O:29])=[O:5])[C:7]([OH:25])=[C:8]2[CH:14]=1)#[N:16].